This data is from NCI-60 drug combinations with 297,098 pairs across 59 cell lines. The task is: Regression. Given two drug SMILES strings and cell line genomic features, predict the synergy score measuring deviation from expected non-interaction effect. (1) Drug 1: C1CCC(CC1)NC(=O)N(CCCl)N=O. Drug 2: C1CN(CCN1C(=O)CCBr)C(=O)CCBr. Cell line: MDA-MB-435. Synergy scores: CSS=19.0, Synergy_ZIP=1.18, Synergy_Bliss=9.38, Synergy_Loewe=1.17, Synergy_HSA=2.21. (2) Drug 1: C1CCN(CC1)CCOC2=CC=C(C=C2)C(=O)C3=C(SC4=C3C=CC(=C4)O)C5=CC=C(C=C5)O. Drug 2: C1CCC(C(C1)N)N.C(=O)(C(=O)[O-])[O-].[Pt+4]. Cell line: HCT116. Synergy scores: CSS=11.9, Synergy_ZIP=2.98, Synergy_Bliss=1.86, Synergy_Loewe=-9.45, Synergy_HSA=-1.52. (3) Drug 1: C1=C(C(=O)NC(=O)N1)N(CCCl)CCCl. Drug 2: CCC1(CC2CC(C3=C(CCN(C2)C1)C4=CC=CC=C4N3)(C5=C(C=C6C(=C5)C78CCN9C7C(C=CC9)(C(C(C8N6C)(C(=O)OC)O)OC(=O)C)CC)OC)C(=O)OC)O.OS(=O)(=O)O. Cell line: KM12. Synergy scores: CSS=46.7, Synergy_ZIP=-3.20, Synergy_Bliss=-2.79, Synergy_Loewe=-9.90, Synergy_HSA=2.13. (4) Drug 1: CC1=C(C(CCC1)(C)C)C=CC(=CC=CC(=CC(=O)O)C)C. Drug 2: CNC(=O)C1=NC=CC(=C1)OC2=CC=C(C=C2)NC(=O)NC3=CC(=C(C=C3)Cl)C(F)(F)F. Cell line: CAKI-1. Synergy scores: CSS=25.6, Synergy_ZIP=8.67, Synergy_Bliss=2.52, Synergy_Loewe=11.3, Synergy_HSA=3.64. (5) Drug 1: CCC1=CC2CC(C3=C(CN(C2)C1)C4=CC=CC=C4N3)(C5=C(C=C6C(=C5)C78CCN9C7C(C=CC9)(C(C(C8N6C)(C(=O)OC)O)OC(=O)C)CC)OC)C(=O)OC.C(C(C(=O)O)O)(C(=O)O)O. Drug 2: CCC1(CC2CC(C3=C(CCN(C2)C1)C4=CC=CC=C4N3)(C5=C(C=C6C(=C5)C78CCN9C7C(C=CC9)(C(C(C8N6C=O)(C(=O)OC)O)OC(=O)C)CC)OC)C(=O)OC)O.OS(=O)(=O)O. Cell line: HL-60(TB). Synergy scores: CSS=65.2, Synergy_ZIP=3.70, Synergy_Bliss=5.62, Synergy_Loewe=-10.9, Synergy_HSA=5.05.